The task is: Regression. Given two drug SMILES strings and cell line genomic features, predict the synergy score measuring deviation from expected non-interaction effect.. This data is from NCI-60 drug combinations with 297,098 pairs across 59 cell lines. (1) Drug 1: C1=CC(=CC=C1CCC2=CNC3=C2C(=O)NC(=N3)N)C(=O)NC(CCC(=O)O)C(=O)O. Synergy scores: CSS=5.46, Synergy_ZIP=-3.09, Synergy_Bliss=0.708, Synergy_Loewe=-5.34, Synergy_HSA=-1.61. Drug 2: CN(C)C1=NC(=NC(=N1)N(C)C)N(C)C. Cell line: NCI-H226. (2) Cell line: A549. Synergy scores: CSS=11.5, Synergy_ZIP=-8.20, Synergy_Bliss=-0.163, Synergy_Loewe=-6.89, Synergy_HSA=-2.16. Drug 1: C1C(C(OC1N2C=NC3=C(N=C(N=C32)Cl)N)CO)O. Drug 2: CCN(CC)CCNC(=O)C1=C(NC(=C1C)C=C2C3=C(C=CC(=C3)F)NC2=O)C. (3) Drug 1: CCC1=CC2CC(C3=C(CN(C2)C1)C4=CC=CC=C4N3)(C5=C(C=C6C(=C5)C78CCN9C7C(C=CC9)(C(C(C8N6C)(C(=O)OC)O)OC(=O)C)CC)OC)C(=O)OC.C(C(C(=O)O)O)(C(=O)O)O. Drug 2: COC1=C2C(=CC3=C1OC=C3)C=CC(=O)O2. Cell line: U251. Synergy scores: CSS=15.9, Synergy_ZIP=3.53, Synergy_Bliss=3.23, Synergy_Loewe=-38.1, Synergy_HSA=-3.11. (4) Drug 1: C1=C(C(=O)NC(=O)N1)F. Drug 2: C1CC(C1)(C(=O)O)C(=O)O.[NH2-].[NH2-].[Pt+2]. Cell line: SK-OV-3. Synergy scores: CSS=24.9, Synergy_ZIP=-1.32, Synergy_Bliss=-1.64, Synergy_Loewe=2.57, Synergy_HSA=3.03. (5) Synergy scores: CSS=20.7, Synergy_ZIP=-9.18, Synergy_Bliss=-7.57, Synergy_Loewe=-0.486, Synergy_HSA=-0.172. Drug 2: CC1CCC2CC(C(=CC=CC=CC(CC(C(=O)C(C(C(=CC(C(=O)CC(OC(=O)C3CCCCN3C(=O)C(=O)C1(O2)O)C(C)CC4CCC(C(C4)OC)O)C)C)O)OC)C)C)C)OC. Drug 1: CC1OCC2C(O1)C(C(C(O2)OC3C4COC(=O)C4C(C5=CC6=C(C=C35)OCO6)C7=CC(=C(C(=C7)OC)O)OC)O)O. Cell line: KM12. (6) Drug 1: CC12CCC(CC1=CCC3C2CCC4(C3CC=C4C5=CN=CC=C5)C)O. Drug 2: CC(C)CN1C=NC2=C1C3=CC=CC=C3N=C2N. Cell line: 786-0. Synergy scores: CSS=2.61, Synergy_ZIP=-1.40, Synergy_Bliss=0.617, Synergy_Loewe=-3.46, Synergy_HSA=-0.641. (7) Drug 1: CC1C(C(CC(O1)OC2CC(CC3=C2C(=C4C(=C3O)C(=O)C5=C(C4=O)C(=CC=C5)OC)O)(C(=O)C)O)N)O.Cl. Drug 2: C1=CC(=CC=C1CC(C(=O)O)N)N(CCCl)CCCl.Cl. Cell line: SK-MEL-2. Synergy scores: CSS=19.3, Synergy_ZIP=3.16, Synergy_Bliss=12.3, Synergy_Loewe=1.23, Synergy_HSA=9.80. (8) Drug 1: CNC(=O)C1=NC=CC(=C1)OC2=CC=C(C=C2)NC(=O)NC3=CC(=C(C=C3)Cl)C(F)(F)F. Drug 2: CN(C(=O)NC(C=O)C(C(C(CO)O)O)O)N=O. Cell line: OVCAR-5. Synergy scores: CSS=-0.525, Synergy_ZIP=1.24, Synergy_Bliss=-0.307, Synergy_Loewe=-0.966, Synergy_HSA=-2.64.